Dataset: NCI-60 drug combinations with 297,098 pairs across 59 cell lines. Task: Regression. Given two drug SMILES strings and cell line genomic features, predict the synergy score measuring deviation from expected non-interaction effect. Synergy scores: CSS=47.6, Synergy_ZIP=2.95, Synergy_Bliss=0.387, Synergy_Loewe=-8.87, Synergy_HSA=0.153. Drug 2: C#CCC(CC1=CN=C2C(=N1)C(=NC(=N2)N)N)C3=CC=C(C=C3)C(=O)NC(CCC(=O)O)C(=O)O. Cell line: TK-10. Drug 1: CC1=C(C(CCC1)(C)C)C=CC(=CC=CC(=CC(=O)O)C)C.